This data is from Reaction yield outcomes from USPTO patents with 853,638 reactions. The task is: Predict the reaction yield, written as a fraction of the theoretical maximum amount of product (1.0 means a 100% yield; for example, 0.34 means a 34% yield). The catalyst is C1COCC1. The yield is 0.670. The reactants are Cl[CH2:2][C:3]1[CH:4]=[C:5]2[C:10](=[CH:11][CH:12]=1)[CH:9]=[C:8]([C:13]1[O:14][C:15]([CH2:18][S:19][CH2:20][CH2:21][O:22][C:23]3[CH:28]=[CH:27][CH:26]=[CH:25][CH:24]=3)=[N:16][N:17]=1)[CH:7]=[CH:6]2.[NH:29]1[CH2:34][CH2:33][CH2:32][CH2:31][CH2:30]1.CN(C)CC1C=CC2C(=CC=C(C3OC(CSCCOC4C=CC=CC=4)=NN=3)C=2)C=1. The product is [O:22]([CH2:21][CH2:20][S:19][CH2:18][C:15]1[O:14][C:13]([C:8]2[CH:9]=[C:10]3[C:5](=[CH:6][CH:7]=2)[CH:4]=[C:3]([CH2:2][N:29]2[CH2:34][CH2:33][CH2:32][CH2:31][CH2:30]2)[CH:12]=[CH:11]3)=[N:17][N:16]=1)[C:23]1[CH:24]=[CH:25][CH:26]=[CH:27][CH:28]=1.